Dataset: Forward reaction prediction with 1.9M reactions from USPTO patents (1976-2016). Task: Predict the product of the given reaction. (1) Given the reactants [C:1]([O:5][C:6]([N:8]1[CH2:13][CH2:12][N:11]([C:14]2[NH:15][C:16](=[O:23])[C:17]3[NH:18][CH:19]=[N:20][C:21]=3[N:22]=2)[CH2:10][CH2:9]1)=[O:7])([CH3:4])([CH3:3])[CH3:2].C(=O)([O-])[O-].[K+].[K+].Cl[CH2:31][C:32]([O:34][CH2:35][CH3:36])=[O:33], predict the reaction product. The product is: [C:1]([O:5][C:6]([N:8]1[CH2:9][CH2:10][N:11]([C:14]2[NH:15][C:16](=[O:23])[C:17]3[N:18]([CH2:31][C:32]([O:34][CH2:35][CH3:36])=[O:33])[CH:19]=[N:20][C:21]=3[N:22]=2)[CH2:12][CH2:13]1)=[O:7])([CH3:4])([CH3:2])[CH3:3]. (2) Given the reactants Br[C:2]1[C:7]2[NH:8][C:9](=[O:11])[S:10][C:6]=2[CH:5]=[CH:4][CH:3]=1.CC1(C)C(C)(C)OB([C:20]2[CH:32]=[CH:31][C:23]3[N:24]=[C:25]([NH:27][C:28](=[O:30])[CH3:29])[S:26][C:22]=3[CH:21]=2)O1.C(=O)([O-])[O-].[Na+].[Na+], predict the reaction product. The product is: [O:11]=[C:9]1[NH:8][C:7]2[C:2]([C:20]3[CH:32]=[CH:31][C:23]4[N:24]=[C:25]([NH:27][C:28](=[O:30])[CH3:29])[S:26][C:22]=4[CH:21]=3)=[CH:3][CH:4]=[CH:5][C:6]=2[S:10]1. (3) Given the reactants [OH:1][C:2]1[CH:9]=[CH:8][C:5]([CH2:6]Br)=[CH:4][CH:3]=1.Br[CH2:11][CH2:12][CH2:13][NH:14][C:15](=[O:21])[O:16][C:17]([CH3:20])([CH3:19])[CH3:18].C(=O)([O-])[O-:23].[K+].[K+], predict the reaction product. The product is: [OH:23][CH2:6][C:5]1[CH:8]=[CH:9][C:2]([O:1][CH2:11][CH2:12][CH2:13][NH:14][C:15](=[O:21])[O:16][C:17]([CH3:20])([CH3:19])[CH3:18])=[CH:3][CH:4]=1. (4) Given the reactants C[O:2][C:3](=[O:33])[C@@H:4]([NH:6][C:7]([C:9]1[CH:32]=[CH:31][C:12]2[N:13]([CH3:30])[C:14]([NH:16][C:17]3[S:18][C:19]4[CH:25]=[C:24]([C:26]([F:29])([F:28])[F:27])[CH:23]=[CH:22][C:20]=4[N:21]=3)=[N:15][C:11]=2[CH:10]=1)=[O:8])[CH3:5].[OH-].[Li+], predict the reaction product. The product is: [CH3:30][N:13]1[C:12]2[CH:31]=[CH:32][C:9]([C:7]([NH:6][C@@H:4]([CH3:5])[C:3]([OH:33])=[O:2])=[O:8])=[CH:10][C:11]=2[N:15]=[C:14]1[NH:16][C:17]1[S:18][C:19]2[CH:25]=[C:24]([C:26]([F:29])([F:28])[F:27])[CH:23]=[CH:22][C:20]=2[N:21]=1. (5) Given the reactants Cl[C:2]1[N:10]=[C:9]2[C:5]([N:6]=[CH:7][NH:8]2)=[C:4]([N:11]2[C:19]3[C:14](=[CH:15][CH:16]=[C:17]([C:20]([F:23])([F:22])[F:21])[CH:18]=3)[CH2:13][CH2:12]2)[N:3]=1.[NH2:24][C@H:25]1[CH2:30][CH2:29][C@H:28]([NH2:31])[CH2:27][CH2:26]1, predict the reaction product. The product is: [F:21][C:20]([F:23])([F:22])[C:17]1[CH:18]=[C:19]2[C:14]([CH2:13][CH2:12][N:11]2[C:4]2[N:3]=[C:2]([NH:24][C@H:25]3[CH2:30][CH2:29][C@H:28]([NH2:31])[CH2:27][CH2:26]3)[N:10]=[C:9]3[C:5]=2[N:6]=[CH:7][NH:8]3)=[CH:15][CH:16]=1. (6) Given the reactants [NH2:1][C:2]1[CH:7]=[C:6]([O:8][C:9]2[CH:14]=[CH:13][C:12]([N+:15]([O-:17])=[O:16])=[CH:11][C:10]=2[F:18])[N:5]=[CH:4][N:3]=1.[CH2:19]([N:21]([CH2:24][CH3:25])[CH2:22]C)[CH3:20].ClC(OC1C=CC=CC=1)=[O:28].N1CCCC1, predict the reaction product. The product is: [F:18][C:10]1[CH:11]=[C:12]([N+:15]([O-:17])=[O:16])[CH:13]=[CH:14][C:9]=1[O:8][C:6]1[N:5]=[CH:4][N:3]=[C:2]([NH:1][C:22]([N:21]2[CH2:24][CH2:25][CH2:20][CH2:19]2)=[O:28])[CH:7]=1. (7) Given the reactants [NH2:1][C:2]1[CH:7]=[CH:6][C:5]([CH2:8][C:9]([O:11][CH3:12])=[O:10])=[CH:4][C:3]=1[I:13].[CH:14](OCC)(OCC)OCC.[N-:24]=[N+:25]=[N-:26].[Na+], predict the reaction product. The product is: [I:13][C:3]1[CH:4]=[C:5]([CH2:8][C:9]([O:11][CH3:12])=[O:10])[CH:6]=[CH:7][C:2]=1[N:1]1[CH:14]=[N:26][N:25]=[N:24]1.